Dataset: Reaction yield outcomes from USPTO patents with 853,638 reactions. Task: Predict the reaction yield, written as a fraction of the theoretical maximum amount of product (1.0 means a 100% yield; for example, 0.34 means a 34% yield). (1) The reactants are FC(F)(F)C(O)=O.[CH:8]([N:11]1[C:15]([C:16]2[N:25]=[C:24]3[N:18]([CH2:19][CH2:20][O:21][C:22]4[CH:29]=[C:28]([CH:30]5[CH2:35][CH2:34][NH:33][CH2:32][CH2:31]5)[CH:27]=[CH:26][C:23]=43)[CH:17]=2)=[N:14][CH:13]=[N:12]1)([CH3:10])[CH3:9].C(=O)([O-])[O-].[K+].[K+].Br[CH2:43][CH2:44][O:45][CH:46]1[CH2:51][CH2:50][CH2:49][CH2:48][O:47]1. The catalyst is CN(C=O)C.C(Cl)Cl. The product is [CH:8]([N:11]1[C:15]([C:16]2[N:25]=[C:24]3[N:18]([CH2:19][CH2:20][O:21][C:22]4[CH:29]=[C:28]([CH:30]5[CH2:35][CH2:34][N:33]([CH2:43][CH2:44][O:45][CH:46]6[CH2:51][CH2:50][CH2:49][CH2:48][O:47]6)[CH2:32][CH2:31]5)[CH:27]=[CH:26][C:23]=43)[CH:17]=2)=[N:14][CH:13]=[N:12]1)([CH3:10])[CH3:9]. The yield is 0.480. (2) The reactants are [NH2:1][C:2]1[N:7]=[CH:6][C:5]([C:8]2[CH:13]=[C:12]([CH3:14])[C:11]([OH:15])=[C:10]([CH3:16])[CH:9]=2)=[CH:4][N:3]=1.Br[CH2:18][C:19]([O:21][CH3:22])=[O:20].C(=O)([O-])[O-].[Cs+].[Cs+]. The catalyst is C(#N)C. The product is [NH2:1][C:2]1[N:3]=[CH:4][C:5]([C:8]2[CH:9]=[C:10]([CH3:16])[C:11]([O:15][CH2:18][C:19]([O:21][CH3:22])=[O:20])=[C:12]([CH3:14])[CH:13]=2)=[CH:6][N:7]=1. The yield is 0.700. (3) The catalyst is CN(C)C=O. The product is [CH2:1]([N:8]1[CH2:13][CH2:12][N:11]([C:21]2[CH:26]=[CH:25][C:24]([N+:27]([O-:29])=[O:28])=[CH:23][CH:22]=2)[CH2:10][CH2:9]1)[C:2]1[CH:3]=[CH:4][CH:5]=[CH:6][CH:7]=1. The yield is 0.760. The reactants are [CH2:1]([N:8]1[CH2:13][CH2:12][NH:11][CH2:10][CH2:9]1)[C:2]1[CH:7]=[CH:6][CH:5]=[CH:4][CH:3]=1.C(=O)([O-])[O-].[K+].[K+].Cl[C:21]1[CH:26]=[CH:25][C:24]([N+:27]([O-:29])=[O:28])=[CH:23][CH:22]=1.O. (4) The reactants are NC1C=[C:4]([NH:10]C(=O)C)[C:5]([O:8][CH3:9])=[CH:6]C=1.[CH:14]([N:17]([CH:20]([CH3:22])[CH3:21])[CH2:18]C)(C)C.COS([O:28][CH3:29])(=O)=O.[OH-].[Na+].[CH2:32](Cl)Cl. No catalyst specified. The product is [CH3:14][N:17]([CH3:18])[C:20]1[CH:22]=[C:4]([NH:10][C:29](=[O:28])[CH3:32])[C:5]([O:8][CH3:9])=[CH:6][CH:21]=1. The yield is 0.500. (5) The reactants are Cl[C:2]1[C:7]([CH:8]([CH2:13][CH2:14][CH3:15])[C:9]([O:11][CH3:12])=[O:10])=[C:6]([CH3:16])[N:5]=[C:4]([C:17]2[CH:22]=[CH:21][CH:20]=[CH:19][CH:18]=2)[N:3]=1.C(N(CC)C(C)C)(C)C.[O:32]1[C:36]2[CH:37]=[CH:38][C:39](B3OC(C)(C)C(C)(C)O3)=[CH:40][C:35]=2[CH:34]=[CH:33]1. The catalyst is COCCOC.O.[Pd].C1(P(C2C=CC=CC=2)C2C=CC=CC=2)C=CC=CC=1.C1(P(C2C=CC=CC=2)C2C=CC=CC=2)C=CC=CC=1.C1(P(C2C=CC=CC=2)C2C=CC=CC=2)C=CC=CC=1.C1(P(C2C=CC=CC=2)C2C=CC=CC=2)C=CC=CC=1. The product is [O:32]1[C:36]2[CH:37]=[CH:38][C:39]([C:2]3[C:7]([CH:8]([CH2:13][CH2:14][CH3:15])[C:9]([O:11][CH3:12])=[O:10])=[C:6]([CH3:16])[N:5]=[C:4]([C:17]4[CH:22]=[CH:21][CH:20]=[CH:19][CH:18]=4)[N:3]=3)=[CH:40][C:35]=2[CH:34]=[CH:33]1. The yield is 0.850. (6) The reactants are COC1C=CC(C[N:8]2[C:13](=[O:14])[C:12]([N:15]3[CH2:20][CH2:19][O:18][CH2:17][CH2:16]3)=[C:11]3[C:21](=[O:36])[N:22]([CH2:24][CH2:25][C:26]4[CH:35]=[CH:34][C:33]5[C:28](=[CH:29][CH:30]=[CH:31][CH:32]=5)[N:27]=4)[CH2:23][C:10]3=[CH:9]2)=CC=1. The catalyst is C(O)(C(F)(F)F)=O. The product is [N:15]1([C:12]2[C:13](=[O:14])[NH:8][CH:9]=[C:10]3[CH2:23][N:22]([CH2:24][CH2:25][C:26]4[CH:35]=[CH:34][C:33]5[C:28](=[CH:29][CH:30]=[CH:31][CH:32]=5)[N:27]=4)[C:21](=[O:36])[C:11]=23)[CH2:20][CH2:19][O:18][CH2:17][CH2:16]1. The yield is 0.734. (7) The reactants are [NH2:1][CH2:2][C:3]1[CH:4]=[CH:5][C:6]([F:29])=[C:7]([C:9]2[CH:14]=[CH:13][CH:12]=[C:11]([CH2:15][N:16]3[CH2:21][CH2:20][N:19]([C:22]([O:24][C:25]([CH3:28])([CH3:27])[CH3:26])=[O:23])[CH2:18][CH2:17]3)[CH:10]=2)[CH:8]=1.[Cl:30][CH2:31][C:32]1[CH:33]=[C:34]([CH:38]=[CH:39][CH:40]=1)[C:35](O)=[O:36].C(Cl)CCl.C1C=CC2N(O)N=NC=2C=1.CCN(CC)CC. The catalyst is O1CCOCC1.C(Cl)Cl. The product is [Cl:30][CH2:31][C:32]1[CH:33]=[C:34]([C:35]([NH:1][CH2:2][C:3]2[CH:4]=[CH:5][C:6]([F:29])=[C:7]([C:9]3[CH:14]=[CH:13][CH:12]=[C:11]([CH2:15][N:16]4[CH2:17][CH2:18][N:19]([C:22]([O:24][C:25]([CH3:26])([CH3:28])[CH3:27])=[O:23])[CH2:20][CH2:21]4)[CH:10]=3)[CH:8]=2)=[O:36])[CH:38]=[CH:39][CH:40]=1. The yield is 0.490. (8) The reactants are Cl.[CH3:2][O:3][NH:4][CH3:5].C([Li])CCC.CO[C:13]([C:15]1[S:23][C:22]2[CH:21]=[CH:20][N:19]=[CH:18][C:17]=2[CH:16]=1)=[O:14].[NH4+].[Cl-]. The catalyst is C1COCC1.CCOC(C)=O. The product is [CH3:2][O:3][N:4]([CH3:5])[C:13]([C:15]1[S:23][C:22]2[CH:21]=[CH:20][N:19]=[CH:18][C:17]=2[CH:16]=1)=[O:14]. The yield is 0.510. (9) The reactants are [C@H:1]1([NH2:8])[CH2:6][CH2:5][C@H:4]([NH2:7])[CH2:3][CH2:2]1.[C:9](O[C:9]([O:11][C:12]([CH3:15])([CH3:14])[CH3:13])=[O:10])([O:11][C:12]([CH3:15])([CH3:14])[CH3:13])=[O:10]. The catalyst is C(Cl)(Cl)Cl. The product is [C:12]([O:11][C:9]([NH:7][C@H:4]1[CH2:5][CH2:6][C@H:1]([NH2:8])[CH2:2][CH2:3]1)=[O:10])([CH3:15])([CH3:14])[CH3:13]. The yield is 0.710.